This data is from Reaction yield outcomes from USPTO patents with 853,638 reactions. The task is: Predict the reaction yield, written as a fraction of the theoretical maximum amount of product (1.0 means a 100% yield; for example, 0.34 means a 34% yield). The reactants are [N:1]1[C:5]2=[CH:6][CH:7]=[C:8]([C:10]([OH:12])=O)[CH2:9][C:4]2=[N:3][N:2]=1.[F:13][C:14]1[CH:19]=[CH:18][C:17]([CH:20]([C:24]2[CH:29]=[CH:28][C:27]([F:30])=[CH:26][CH:25]=2)[CH2:21][CH2:22][NH2:23])=[CH:16][CH:15]=1. No catalyst specified. The product is [F:13][C:14]1[CH:19]=[CH:18][C:17]([CH:20]([C:24]2[CH:25]=[CH:26][C:27]([F:30])=[CH:28][CH:29]=2)[CH2:21][CH2:22][NH:23][C:10]([C:8]2[CH:7]=[CH:6][C:5]3[N:1]=[N:2][NH:3][C:4]=3[CH:9]=2)=[O:12])=[CH:16][CH:15]=1. The yield is 0.166.